Dataset: Full USPTO retrosynthesis dataset with 1.9M reactions from patents (1976-2016). Task: Predict the reactants needed to synthesize the given product. (1) Given the product [CH2:4]([C:12]1[N:13]([CH2:24][CH3:25])[C:14]2[C:19]([CH:20]=1)=[CH:18][C:17]([NH2:21])=[CH:16][CH:15]=2)[CH2:5][C:6]1[CH:11]=[CH:10][CH:9]=[CH:8][CH:7]=1, predict the reactants needed to synthesize it. The reactants are: Cl[Sn]Cl.[CH2:4]([C:12]1[N:13]([CH2:24][CH3:25])[C:14]2[C:19]([CH:20]=1)=[CH:18][C:17]([N+:21]([O-])=O)=[CH:16][CH:15]=2)[CH2:5][C:6]1[CH:11]=[CH:10][CH:9]=[CH:8][CH:7]=1.C([O-])(O)=O.[Na+]. (2) The reactants are: [N:1]1[CH:6]=[CH:5][CH:4]=[CH:3][C:2]=1[C:7]1[N:8]=[C:9]([NH2:12])[S:10][CH:11]=1.Cl[C:14]1[CH:19]=[CH:18][CH:17]=[C:16]([CH3:20])[N:15]=1.C([O-])([O-])=O.[Na+].[Na+].CC1(C)C2C(=C(P(C3C=CC=CC=3)C3C=CC=CC=3)C=CC=2)OC2C(P(C3C=CC=CC=3)C3C=CC=CC=3)=CC=CC1=2. Given the product [CH3:20][C:16]1[N:15]=[C:14]([NH:12][C:9]2[S:10][CH:11]=[C:7]([C:2]3[CH:3]=[CH:4][CH:5]=[CH:6][N:1]=3)[N:8]=2)[CH:19]=[CH:18][CH:17]=1, predict the reactants needed to synthesize it. (3) Given the product [CH3:21][C:18]1([CH3:22])[CH2:19][O:20][B:15]([C:2]2[CH:3]=[CH:4][C:5]([CH3:14])=[C:6]([C:8]3[CH:9]=[N:10][CH:11]=[CH:12][CH:13]=3)[CH:7]=2)[O:16][CH2:17]1, predict the reactants needed to synthesize it. The reactants are: Br[C:2]1[CH:3]=[CH:4][C:5]([CH3:14])=[C:6]([C:8]2[CH:9]=[N:10][CH:11]=[CH:12][CH:13]=2)[CH:7]=1.[B:15]1([B:15]2[O:20][CH2:19][C:18]([CH3:22])([CH3:21])[CH2:17][O:16]2)[O:20][CH2:19][C:18]([CH3:22])([CH3:21])[CH2:17][O:16]1.CC([O-])=O.[K+].